This data is from Forward reaction prediction with 1.9M reactions from USPTO patents (1976-2016). The task is: Predict the product of the given reaction. (1) Given the reactants Br[CH2:2][CH2:3][CH2:4][O:5][N:6]=[C:7]([O:9][CH2:10][CH3:11])[CH3:8].[NH:12]1[CH2:17][CH2:16][CH2:15][CH2:14][CH2:13]1.C1CCN2C(=NCCC2)CC1.[Cl-].[NH4+], predict the reaction product. The product is: [N:12]1([CH2:2][CH2:3][CH2:4][O:5][N:6]=[C:7]([O:9][CH2:10][CH3:11])[CH3:8])[CH2:17][CH2:16][CH2:15][CH2:14][CH2:13]1. (2) Given the reactants C(O[C:4]([C:6]1([CH2:20][CH2:21]OC)[CH2:11][CH2:10][N:9]([CH2:12][C:13]2[CH:18]=[CH:17][CH:16]=[CH:15][CH:14]=2)[CH2:8][CH:7]1[OH:19])=[O:5])C.[F:24][C:25]([F:35])([F:34])[O:26][C:27]1[CH:33]=[CH:32][C:30]([NH2:31])=[CH:29][CH:28]=1.[Cl-].C[Al+]C, predict the reaction product. The product is: [CH2:12]([N:9]1[CH2:10][CH2:11][C:6]2([C:4](=[O:5])[N:31]([C:30]3[CH:32]=[CH:33][C:27]([O:26][C:25]([F:24])([F:34])[F:35])=[CH:28][CH:29]=3)[CH2:21][CH2:20]2)[CH:7]([OH:19])[CH2:8]1)[C:13]1[CH:14]=[CH:15][CH:16]=[CH:17][CH:18]=1. (3) Given the reactants ClC1C=C(C=CC=1)C(OO)=[O:6].[CH3:12][C:13](=[CH2:27])[C:14]([NH:16][C:17]1[CH:22]=[CH:21][C:20]([N+:23]([O-:25])=[O:24])=[C:19]([CH3:26])[CH:18]=1)=[O:15].C(C1C=C(C)C=C(C(C)(C)C)C=1O)(C)(C)C, predict the reaction product. The product is: [CH3:26][C:19]1[CH:18]=[C:17]([NH:16][C:14]([C:13]2([CH3:12])[CH2:27][O:6]2)=[O:15])[CH:22]=[CH:21][C:20]=1[N+:23]([O-:25])=[O:24]. (4) Given the reactants Cl.[N:2]1[CH:7]=[CH:6][CH:5]=[C:4]([S:8](Cl)(=[O:10])=[O:9])[CH:3]=1.[NH3:12], predict the reaction product. The product is: [N:2]1[CH:7]=[CH:6][CH:5]=[C:4]([S:8]([NH2:12])(=[O:10])=[O:9])[CH:3]=1. (5) Given the reactants [N+:1]([C:4]1[C:13]2[CH2:12][CH2:11][CH2:10][CH2:9][C:8]=2[N+:7]([O-])=[CH:6][CH:5]=1)([O-])=O, predict the reaction product. The product is: [NH2:1][C:4]1[C:13]2[CH2:12][CH2:11][CH2:10][CH2:9][C:8]=2[N:7]=[CH:6][CH:5]=1. (6) Given the reactants [CH2:1]([NH:3][C:4]([C:6]1[CH:11]=[CH:10][C:9]([N:12]2[CH:16]=[C:15]([C:17]([O:19][CH2:20][CH3:21])=[O:18])[N:14]=[N:13]2)=[C:8]([OH:22])[CH:7]=1)=[O:5])[CH3:2].Br[CH2:24][CH2:25][CH2:26][C:27]1[CH:32]=[CH:31][CH:30]=[CH:29][CH:28]=1.C(=O)([O-])[O-].[K+].[K+].O, predict the reaction product. The product is: [CH2:1]([NH:3][C:4]([C:6]1[CH:11]=[CH:10][C:9]([N:12]2[CH:16]=[C:15]([C:17]([O:19][CH2:20][CH3:21])=[O:18])[N:14]=[N:13]2)=[C:8]([O:22][CH2:24][CH2:25][CH2:26][C:27]2[CH:32]=[CH:31][CH:30]=[CH:29][CH:28]=2)[CH:7]=1)=[O:5])[CH3:2].